Dataset: Forward reaction prediction with 1.9M reactions from USPTO patents (1976-2016). Task: Predict the product of the given reaction. (1) Given the reactants COC1C=CC(P2(SP(C3C=CC(OC)=CC=3)(=S)S2)=[S:10])=CC=1.[C:23]([NH:26][NH:27][C:28](=O)[CH2:29][N:30]1[C:34]([CH2:35][CH3:36])=[C:33]([O:37][C:38]2[CH:43]=[CH:42][C:41]([C:44]#[N:45])=[CH:40][CH:39]=2)[C:32]([CH2:46][CH3:47])=[N:31]1)(=O)[CH3:24], predict the reaction product. The product is: [CH2:46]([C:32]1[C:33]([O:37][C:38]2[CH:43]=[CH:42][C:41]([C:44]#[N:45])=[CH:40][CH:39]=2)=[C:34]([CH2:35][CH3:36])[N:30]([CH2:29][C:28]2[S:10][C:23]([CH3:24])=[N:26][N:27]=2)[N:31]=1)[CH3:47]. (2) Given the reactants Br[C:2]1[CH:7]=[CH:6][CH:5]=[C:4]([CH2:8][F:9])[N:3]=1.[Br:10][C:11]1[C:12]2[N:13]([CH:17]=[C:18]([CH2:20][CH2:21][C:22]#[CH:23])[N:19]=2)[CH:14]=[CH:15][CH:16]=1, predict the reaction product. The product is: [Br:10][C:11]1[C:12]2[N:13]([CH:17]=[C:18]([CH2:20][CH2:21][C:22]#[C:23][C:2]3[CH:7]=[CH:6][CH:5]=[C:4]([CH2:8][F:9])[N:3]=3)[N:19]=2)[CH:14]=[CH:15][CH:16]=1. (3) Given the reactants C1C(=O)N([Br:8])C(=O)C1.CC(N=NC(C#N)(C)C)(C#N)C.[F:21][C:22]1[CH:31]=[CH:30][C:25]([C:26]([O:28][CH3:29])=[O:27])=[CH:24][C:23]=1[CH3:32], predict the reaction product. The product is: [Br:8][CH2:32][C:23]1[CH:24]=[C:25]([CH:30]=[CH:31][C:22]=1[F:21])[C:26]([O:28][CH3:29])=[O:27]. (4) Given the reactants C(NC(C)C)(C)C.[C:8]([O:14][CH2:15][CH3:16])(=[O:13])[CH2:9][C:10]([CH3:12])=[O:11].Br[CH2:18][C:19]1[CH:28]=[CH:27][C:26]2[C:21](=[CH:22][CH:23]=[CH:24][CH:25]=2)[CH:20]=1, predict the reaction product. The product is: [CH:20]1[C:21]2[C:26](=[CH:25][CH:24]=[CH:23][CH:22]=2)[CH:27]=[CH:28][C:19]=1[CH2:18][CH2:12][C:10](=[O:11])[CH2:9][C:8]([O:14][CH2:15][CH3:16])=[O:13]. (5) Given the reactants [O:1]=[C:2]1[NH:7][C:6]2[CH:8]=[C:9]([CH2:12][N:13]3[CH2:18][CH2:17][N:16]([C:19]4[CH:27]=[CH:26][C:22]([C:23](O)=[O:24])=[CH:21][N:20]=4)[CH2:15][CH2:14]3)[CH:10]=[N:11][C:5]=2[N:4]2[CH2:28][CH2:29][CH2:30][CH2:31][C@@H:3]12.[CH2:32]([N:34](C(C)C)C(C)C)[CH3:33].Cl.C(N)C, predict the reaction product. The product is: [CH2:32]([NH:34][C:23](=[O:24])[C:22]1[CH:26]=[CH:27][C:19]([N:16]2[CH2:15][CH2:14][N:13]([CH2:12][C:9]3[CH:10]=[N:11][C:5]4[N:4]5[CH2:28][CH2:29][CH2:30][CH2:31][C@H:3]5[C:2](=[O:1])[NH:7][C:6]=4[CH:8]=3)[CH2:18][CH2:17]2)=[N:20][CH:21]=1)[CH3:33]. (6) Given the reactants C(=O)C.[CH3:4][O:5][C:6]1[CH:12]=[CH:11][C:9]([NH2:10])=CC=1.P(O)(O[C:16]1[CH:21]=CC=[CH:18][CH:17]=1)(O[C:16]1[CH:21]=CC=[CH:18][CH:17]=1)=O.[CH:30](/[NH:33][C:34](=[O:43])[O:35][CH2:36][C:37]1[CH:42]=[CH:41][CH:40]=[CH:39][CH:38]=1)=[CH:31]\[CH3:32], predict the reaction product. The product is: [CH3:4][O:5][C:6]1[CH:32]=[C:31]2[C:9](=[CH:11][CH:12]=1)[NH:10][C@@H:17]([CH3:18])[C@H:16]([CH3:21])[C@H:30]2[NH:33][C:34](=[O:43])[O:35][CH2:36][C:37]1[CH:38]=[CH:39][CH:40]=[CH:41][CH:42]=1. (7) The product is: [CH2:48]([O:49][C:23]([NH:20][C:11]1([CH3:17])[CH2:10][CH2:9][N:8]([C:6]([O:5][C:1]([CH3:2])([CH3:3])[CH3:4])=[O:7])[CH2:13][CH2:12]1)=[O:32])[C:42]1[CH:47]=[CH:46][CH:45]=[CH:44][CH:43]=1. Given the reactants [C:1]([O:5][C:6]([N:8]1[CH2:13][CH2:12][C:11]([CH3:17])(C(O)=O)[CH2:10][CH2:9]1)=[O:7])([CH3:4])([CH3:3])[CH3:2].C([N:20]([CH2:23]C)CC)C.C1(P(N=[N+]=[N-])(C2C=CC=CC=2)=[O:32])C=CC=CC=1.[C:42]1([CH2:48][OH:49])[CH:47]=[CH:46][CH:45]=[CH:44][CH:43]=1, predict the reaction product. (8) Given the reactants [CH3:1][O:2][N:3]([CH3:18])[C:4]1[N:9]=[C:8]([NH:10][CH2:11][CH2:12][CH3:13])[N:7]=[C:6]([NH:14][CH2:15][C:16]#[CH:17])[N:5]=1.[C:19]([OH:29])(=[O:28])[CH:20]([C:22]1[CH:27]=[CH:26][CH:25]=[CH:24][CH:23]=1)[OH:21], predict the reaction product. The product is: [C:19]([OH:29])(=[O:28])[CH:20]([C:22]1[CH:27]=[CH:26][CH:25]=[CH:24][CH:23]=1)[OH:21].[CH3:1][O:2][N:3]([CH3:18])[C:4]1[N:5]=[C:6]([NH:14][CH2:15][CH2:16][CH3:17])[N:7]=[C:8]([NH:10][CH2:11][C:12]#[CH:13])[N:9]=1.